From a dataset of NCI-60 drug combinations with 297,098 pairs across 59 cell lines. Regression. Given two drug SMILES strings and cell line genomic features, predict the synergy score measuring deviation from expected non-interaction effect. (1) Drug 1: CC1=C(C(=CC=C1)Cl)NC(=O)C2=CN=C(S2)NC3=CC(=NC(=N3)C)N4CCN(CC4)CCO. Drug 2: CC(C)CN1C=NC2=C1C3=CC=CC=C3N=C2N. Cell line: TK-10. Synergy scores: CSS=33.3, Synergy_ZIP=-1.16, Synergy_Bliss=-0.950, Synergy_Loewe=-8.21, Synergy_HSA=0.412. (2) Drug 1: CN1CCC(CC1)COC2=C(C=C3C(=C2)N=CN=C3NC4=C(C=C(C=C4)Br)F)OC. Drug 2: CC1C(C(CC(O1)OC2CC(CC3=C2C(=C4C(=C3O)C(=O)C5=C(C4=O)C(=CC=C5)OC)O)(C(=O)CO)O)N)O.Cl. Cell line: HL-60(TB). Synergy scores: CSS=44.3, Synergy_ZIP=4.97, Synergy_Bliss=5.37, Synergy_Loewe=-21.1, Synergy_HSA=0.882. (3) Drug 1: C1=CN(C=N1)CC(O)(P(=O)(O)O)P(=O)(O)O. Drug 2: CC1CCCC2(C(O2)CC(NC(=O)CC(C(C(=O)C(C1O)C)(C)C)O)C(=CC3=CSC(=N3)C)C)C. Cell line: SF-295. Synergy scores: CSS=44.8, Synergy_ZIP=6.89, Synergy_Bliss=5.91, Synergy_Loewe=-17.0, Synergy_HSA=6.22.